Dataset: Reaction yield outcomes from USPTO patents with 853,638 reactions. Task: Predict the reaction yield, written as a fraction of the theoretical maximum amount of product (1.0 means a 100% yield; for example, 0.34 means a 34% yield). The reactants are [F:1][C:2]([F:11])([F:10])[CH2:3][CH2:4][C@@H:5]([C:7]([OH:9])=[O:8])[NH2:6].[OH-].[Na+].[Cl:14][C:15]1[S:19][C:18]([S:20](Cl)(=[O:22])=[O:21])=[CH:17][CH:16]=1. The catalyst is C1COCC1.CCOC(C)=O. The yield is 0.683. The product is [Cl:14][C:15]1[S:19][C:18]([S:20]([NH:6][C@H:5]([C:7]([OH:9])=[O:8])[CH2:4][CH2:3][C:2]([F:10])([F:11])[F:1])(=[O:22])=[O:21])=[CH:17][CH:16]=1.